Task: Predict the product of the given reaction.. Dataset: Forward reaction prediction with 1.9M reactions from USPTO patents (1976-2016) Given the reactants [C:1]1([C:7](=O)[CH2:8][C:9]2[CH:13]=[CH:12][S:11][CH:10]=2)[CH:6]=[CH:5][CH:4]=[CH:3][CH:2]=1.[CH:15]([C:17]1[CH:26]=[CH:25][C:20]([C:21]([O:23]C)=[O:22])=[C:19]([OH:27])[CH:18]=1)=O.[CH3:28][C:29]1(C)[O:36]C(=O)CC(=O)O1.C([O-])(C)=O.[NH4+:42], predict the reaction product. The product is: [OH:27][C:19]1[CH:18]=[C:17]([CH:15]2[C:8]([C:9]3[CH:13]=[CH:12][S:11][CH:10]=3)=[C:7]([C:1]3[CH:6]=[CH:5][CH:4]=[CH:3][CH:2]=3)[NH:42][C:29](=[O:36])[CH2:28]2)[CH:26]=[CH:25][C:20]=1[C:21]([OH:23])=[O:22].